Dataset: Reaction yield outcomes from USPTO patents with 853,638 reactions. Task: Predict the reaction yield, written as a fraction of the theoretical maximum amount of product (1.0 means a 100% yield; for example, 0.34 means a 34% yield). (1) The reactants are Br[C:2]1[C:12]2[O:11][CH2:10][CH2:9][N:8]([C:13]([O:15][C:16]([CH3:19])([CH3:18])[CH3:17])=[O:14])[CH2:7][C:6]=2[CH:5]=[CH:4][CH:3]=1.[CH3:20][C:21]1[CH:26]=[CH:25][CH:24]=[CH:23][C:22]=1B(O)O.O. The catalyst is C(O)C.C(=O)([O-])[O-].[Na+].[Na+].C1(C)C=CC=CC=1.C1C=CC([P]([Pd]([P](C2C=CC=CC=2)(C2C=CC=CC=2)C2C=CC=CC=2)([P](C2C=CC=CC=2)(C2C=CC=CC=2)C2C=CC=CC=2)[P](C2C=CC=CC=2)(C2C=CC=CC=2)C2C=CC=CC=2)(C2C=CC=CC=2)C2C=CC=CC=2)=CC=1. The product is [CH3:20][C:21]1[CH:26]=[CH:25][CH:24]=[CH:23][C:22]=1[C:2]1[C:12]2[O:11][CH2:10][CH2:9][N:8]([C:13]([O:15][C:16]([CH3:19])([CH3:18])[CH3:17])=[O:14])[CH2:7][C:6]=2[CH:5]=[CH:4][CH:3]=1. The yield is 0.878. (2) The reactants are [CH2:1]([N:4]1[CH2:10][CH2:9][CH2:8][N:7]([C:11]2[CH:21]=[CH:20][C:14]([C:15]([O:17]CC)=O)=[CH:13][CH:12]=2)[CH2:6][CH2:5]1)[CH:2]=[CH2:3].[CH3:22][O:23][C:24]1[CH:25]=[C:26]([CH2:32][CH2:33][C:34]2[CH:35]=[C:36]([NH2:39])[NH:37][N:38]=2)[CH:27]=[C:28]([O:30][CH3:31])[CH:29]=1.C[Al](C)C.C(Cl)Cl.CCOCC. The catalyst is C1(C)C=CC=CC=1. The product is [CH3:31][O:30][C:28]1[CH:27]=[C:26]([CH2:32][CH2:33][C:34]2[CH:35]=[C:36]([NH:39][C:15](=[O:17])[C:14]3[CH:13]=[CH:12][C:11]([N:7]4[CH2:8][CH2:9][CH2:10][N:4]([CH2:1][CH:2]=[CH2:3])[CH2:5][CH2:6]4)=[CH:21][CH:20]=3)[NH:37][N:38]=2)[CH:25]=[C:24]([O:23][CH3:22])[CH:29]=1. The yield is 0.145. (3) The reactants are [CH3:1][O:2][C:3]1[CH:8]=[CH:7][C:6]([C:9]2[S:13][C:12]([NH2:14])=[N:11][CH:10]=2)=[CH:5][CH:4]=1.[N:15]1([C:20](N2C=CN=C2)=[S:21])[CH:19]=[CH:18][N:17]=[CH:16]1. The catalyst is C(#N)C.O1CCCC1. The product is [CH3:1][O:2][C:3]1[CH:4]=[CH:5][C:6]([C:9]2[S:13][C:12]([NH:14][C:20]([N:15]3[CH:19]=[CH:18][N:17]=[CH:16]3)=[S:21])=[N:11][CH:10]=2)=[CH:7][CH:8]=1. The yield is 0.359. (4) The reactants are [C:1]([C:4]1[CH:9]=[CH:8][C:7]([NH:10][C:11]2[N:34]=[C:14]3[CH:15]=[CH:16][CH:17]=[C:18]([NH:19][C@@H:20]4[CH2:25][CH2:24][C@H:23]([NH:26]C(=O)OC(C)(C)C)[CH2:22][CH2:21]4)[N:13]3[N:12]=2)=[CH:6][CH:5]=1)(=[O:3])[NH2:2].C(=O)([O-])[O-].[Na+].[Na+].OO. The catalyst is C(O)C.[Cl-].[Na+].O. The product is [NH2:26][C@@H:23]1[CH2:24][CH2:25][C@H:20]([NH:19][C:18]2[N:13]3[N:12]=[C:11]([NH:10][C:7]4[CH:6]=[CH:5][C:4]([C:1]([NH2:2])=[O:3])=[CH:9][CH:8]=4)[N:34]=[C:14]3[CH:15]=[CH:16][CH:17]=2)[CH2:21][CH2:22]1. The yield is 0.810. (5) The reactants are [Br:1][C:2]1[CH:3]=[CH:4][C:5]([N+:14]([O-])=O)=[C:6]([NH:8][C@H:9]([C:11](O)=[O:12])[CH3:10])[CH:7]=1. The catalyst is C(O)(=O)C.[Fe]. The product is [Br:1][C:2]1[CH:7]=[C:6]2[C:5](=[CH:4][CH:3]=1)[NH:14][C:11](=[O:12])[CH:9]([CH3:10])[NH:8]2. The yield is 0.510. (6) The reactants are [Br:1][C:2]1[CH:3]=[C:4]([CH:7]=[C:8]([O:11][CH2:12][CH3:13])[C:9]=1[OH:10])[CH:5]=[O:6].[H-].[Na+].[CH2:16](Cl)[O:17][CH3:18].CCOC(C)=O. The catalyst is CN(C=O)C. The product is [Br:1][C:2]1[CH:3]=[C:4]([CH:7]=[C:8]([O:11][CH2:12][CH3:13])[C:9]=1[O:10][CH2:16][O:17][CH3:18])[CH:5]=[O:6]. The yield is 0.593. (7) The reactants are [Cl:1][C:2]1[CH:7]=[C:6]([Cl:8])[CH:5]=[CH:4][C:3]=1[C:9]1[N:10]=[C:11](/[CH:14]=[CH:15]/[C:16]2[CH:21]=[CH:20][C:19]([C:22]3[CH:27]=[CH:26][C:25]([O:28][CH3:29])=[CH:24][CH:23]=3)=[CH:18][CH:17]=2)[NH:12][CH:13]=1.Br[CH2:31][CH2:32][CH2:33][C:34]([O:36]C)=[O:35]. No catalyst specified. The product is [C:34]([CH2:33][CH2:32][CH2:29][O:28][C:25]1[CH:24]=[CH:23][C:22]([C:19]2[CH:20]=[CH:21][C:16](/[CH:15]=[CH:14]/[C:11]3[N:12]([CH2:31][CH2:32][CH2:33][C:34]([OH:36])=[O:35])[CH:13]=[C:9]([C:3]4[CH:4]=[CH:5][C:6]([Cl:8])=[CH:7][C:2]=4[Cl:1])[N:10]=3)=[CH:17][CH:18]=2)=[CH:27][CH:26]=1)([OH:36])=[O:35]. The yield is 0.270. (8) The yield is 0.580. The reactants are [N:1]1([C:7]2[CH:16]=[CH:15][CH:14]=[C:13]3[C:8]=2[C:9]([NH2:18])=[N:10][C:11]([NH2:17])=[N:12]3)[CH2:6][CH2:5][NH:4][CH2:3][CH2:2]1.[CH:19]1[C:28]2[C:23](=[CH:24][CH:25]=[CH:26][CH:27]=2)[CH:22]=[CH:21][C:20]=1[S:29](Cl)(=[O:31])=[O:30]. No catalyst specified. The product is [CH:19]1[C:28]2[C:23](=[CH:24][CH:25]=[CH:26][CH:27]=2)[CH:22]=[CH:21][C:20]=1[S:29]([N:4]1[CH2:5][CH2:6][N:1]([C:7]2[CH:16]=[CH:15][CH:14]=[C:13]3[C:8]=2[C:9]([NH2:18])=[N:10][C:11]([NH2:17])=[N:12]3)[CH2:2][CH2:3]1)(=[O:30])=[O:31]. (9) The reactants are [F:1][C:2]1[CH:7]=[C:6]([C:8]([O:10]C)=[O:9])[CH:5]=[CH:4][C:3]=1[N:12]1[CH2:17][CH2:16][N:15]([C:18]([O:20][C:21]([CH3:24])([CH3:23])[CH3:22])=[O:19])[CH2:14][CH2:13]1.[Li+].[OH-]. The catalyst is O1CCOCC1. The product is [C:21]([O:20][C:18]([N:15]1[CH2:16][CH2:17][N:12]([C:3]2[CH:4]=[CH:5][C:6]([C:8]([OH:10])=[O:9])=[CH:7][C:2]=2[F:1])[CH2:13][CH2:14]1)=[O:19])([CH3:24])([CH3:22])[CH3:23]. The yield is 1.00. (10) The reactants are [C:1]([C:3]1[CH:4]=[C:5]([NH2:9])[CH:6]=[CH:7][CH:8]=1)#[CH:2].[C:10](O[C:10]([O:12][C:13]([CH3:16])([CH3:15])[CH3:14])=[O:11])([O:12][C:13]([CH3:16])([CH3:15])[CH3:14])=[O:11].CCN(CC)CC. The catalyst is C1COCC1. The product is [C:1]([C:3]1[CH:4]=[C:5]([NH:9][C:10](=[O:11])[O:12][C:13]([CH3:16])([CH3:15])[CH3:14])[CH:6]=[CH:7][CH:8]=1)#[CH:2]. The yield is 0.720.